Dataset: Catalyst prediction with 721,799 reactions and 888 catalyst types from USPTO. Task: Predict which catalyst facilitates the given reaction. (1) Reactant: C(N(CC)CC)C.[CH3:8][C:9]1[C:10]([CH2:18]O)=[CH:11][C:12]2[CH2:16][O:15][CH2:14][C:13]=2[CH:17]=1.[Cl:20]CCl.CS(Cl)(=O)=O. Product: [Cl:20][CH2:18][C:10]1[C:9]([CH3:8])=[CH:17][C:13]2[CH2:14][O:15][CH2:16][C:12]=2[CH:11]=1. The catalyst class is: 6. (2) Reactant: [CH2:1]([N:3]([CH2:27][CH3:28])[C:4](=[O:26])[C:5]1[CH:10]=[CH:9][C:8]([C:11](=[C:18]2[CH2:24][CH:23]3[NH:25][CH:20]([CH2:21][CH2:22]3)[CH2:19]2)[C:12]2[CH:17]=[CH:16][CH:15]=[CH:14][CH:13]=2)=[CH:7][CH:6]=1)[CH3:2].[CH:29](=O)[CH2:30][CH3:31].CC(O)=O.[BH-](OC(C)=O)(OC(C)=O)OC(C)=O.[Na+].[OH-].[Na+].[Cl:53]CCCl. Product: [ClH:53].[CH2:27]([N:3]([CH2:1][CH3:2])[C:4](=[O:26])[C:5]1[CH:6]=[CH:7][C:8]([C:11](=[C:18]2[CH2:24][CH:23]3[N:25]([CH2:29][CH2:30][CH3:31])[CH:20]([CH2:21][CH2:22]3)[CH2:19]2)[C:12]2[CH:17]=[CH:16][CH:15]=[CH:14][CH:13]=2)=[CH:9][CH:10]=1)[CH3:28]. The catalyst class is: 158. (3) Reactant: Br[C:2]1[CH:11]=[N:10][C:5]2=[N:6][CH:7]=[CH:8][N:9]=[C:4]2[CH:3]=1.[CH2:12](C([Sn])=C(CCCC)CCCC)[CH2:13]CC.[Li+].[Cl-]. Product: [CH:12]([C:2]1[CH:11]=[N:10][C:5]2=[N:6][CH:7]=[CH:8][N:9]=[C:4]2[CH:3]=1)=[CH2:13]. The catalyst class is: 741. (4) Reactant: [CH2:1]([O:3][CH2:4][C:5]1[N:6]([CH2:44][C:45]([OH:48])([CH3:47])[CH3:46])[C:7]2[C:16]3[CH:15]=[CH:14][C:13]([C:17](N(OC)C)=[O:18])=[CH:12][C:11]=3[N:10]=[C:9]([NH:23][C:24]([C:37]3[CH:42]=[CH:41][CH:40]=[CH:39][CH:38]=3)([C:31]3[CH:36]=[CH:35][CH:34]=[CH:33][CH:32]=3)[C:25]3[CH:30]=[CH:29][CH:28]=[CH:27][CH:26]=3)[C:8]=2[N:43]=1)[CH3:2].[H-].[Al+3].[Li+].[H-].[H-].[H-].[Cl-].[NH4+].O. Product: [CH2:1]([O:3][CH2:4][C:5]1[N:6]([CH2:44][C:45]([OH:48])([CH3:47])[CH3:46])[C:7]2[C:16]3[CH:15]=[CH:14][C:13]([CH:17]=[O:18])=[CH:12][C:11]=3[N:10]=[C:9]([NH:23][C:24]([C:25]3[CH:26]=[CH:27][CH:28]=[CH:29][CH:30]=3)([C:31]3[CH:32]=[CH:33][CH:34]=[CH:35][CH:36]=3)[C:37]3[CH:42]=[CH:41][CH:40]=[CH:39][CH:38]=3)[C:8]=2[N:43]=1)[CH3:2]. The catalyst class is: 56. (5) Reactant: Cl[C:2]1[C:11]2=[N:12][N:13](CC3C=CC(OC)=CC=3)[CH:14]=[C:10]2[C:9]2[CH:8]=[C:7]([O:24][CH3:25])[CH:6]=[CH:5][C:4]=2[N:3]=1.[NH:26]1[C:34]2[C:29](=[CH:30][C:31]([NH2:35])=[CH:32][CH:33]=2)[CH:28]=[CH:27]1.Cl. Product: [NH:26]1[C:34]2[C:29](=[CH:30][C:31]([NH:35][C:2]3[C:11]4[NH:12][N:13]=[CH:14][C:10]=4[C:9]4[CH:8]=[C:7]([O:24][CH3:25])[CH:6]=[CH:5][C:4]=4[N:3]=3)=[CH:32][CH:33]=2)[CH:28]=[CH:27]1. The catalyst class is: 71. (6) Reactant: N1C=CC=CC=1.[OH:7][N:8]1[C:12](=[O:13])[C:11]2=[CH:14][CH:15]=[CH:16][CH:17]=[C:10]2[C:9]1=[O:18].[Cl:19][C:20]1[CH:25]=[CH:24][C:23](B(O)O)=[CH:22][CH:21]=1. Product: [Cl:19][C:20]1[CH:25]=[CH:24][C:23]([O:7][N:8]2[C:9](=[O:18])[C:10]3=[CH:17][CH:16]=[CH:15][CH:14]=[C:11]3[C:12]2=[O:13])=[CH:22][CH:21]=1. The catalyst class is: 2. (7) Reactant: [Cl:1][C:2]1[CH:3]=[C:4]2[C:8](=[C:9]([N:11]([CH2:17][CH2:18][CH:19]([CH3:21])[CH3:20])[CH2:12][CH2:13][CH:14]([CH3:16])[CH3:15])[CH:10]=1)[NH:7][C:6]([C@@H:22]1[CH2:26][CH2:25][CH2:24][NH:23]1)=[CH:5]2.C(N(CC)CC)C.Cl[CH2:35][O:36][C:37](=[O:39])[CH3:38]. Product: [CH3:35][O:36][C:37](=[O:39])[CH2:38][N:23]1[CH2:24][CH2:25][CH2:26][C@H:22]1[C:6]1[NH:7][C:8]2[C:4]([CH:5]=1)=[CH:3][C:2]([Cl:1])=[CH:10][C:9]=2[N:11]([CH2:12][CH2:13][CH:14]([CH3:16])[CH3:15])[CH2:17][CH2:18][CH:19]([CH3:20])[CH3:21]. The catalyst class is: 3.